From a dataset of TCR-epitope binding with 47,182 pairs between 192 epitopes and 23,139 TCRs. Binary Classification. Given a T-cell receptor sequence (or CDR3 region) and an epitope sequence, predict whether binding occurs between them. The epitope is ELAGIGILTV. The TCR CDR3 sequence is CSASAGNQPQHF. Result: 1 (the TCR binds to the epitope).